From a dataset of Peptide-MHC class I binding affinity with 185,985 pairs from IEDB/IMGT. Regression. Given a peptide amino acid sequence and an MHC pseudo amino acid sequence, predict their binding affinity value. This is MHC class I binding data. The peptide sequence is TQWSLFFFV. The MHC is HLA-A02:03 with pseudo-sequence HLA-A02:03. The binding affinity (normalized) is 0.418.